Dataset: Reaction yield outcomes from USPTO patents with 853,638 reactions. Task: Predict the reaction yield, written as a fraction of the theoretical maximum amount of product (1.0 means a 100% yield; for example, 0.34 means a 34% yield). (1) The reactants are Br.[NH2:2][C@@H:3]([CH2:7][C:8]1[CH:13]=[CH:12][C:11]([OH:14])=[C:10]([Br:15])[CH:9]=1)[C:4]([OH:6])=[O:5].[C:16](=[O:19])([O-:18])[O-].[K+].[K+].[C:22](Cl)(=[O:38])[O:23][CH2:24][CH:25]1[C:37]2[CH:36]=[CH:35][CH:34]=[CH:33][C:32]=2[C:31]2[C:26]1=[CH:27][CH:28]=[CH:29][CH:30]=2. The catalyst is O1CCOCC1.O. The product is [CH:27]1[C:26]2[CH:25]([CH2:24][O:18][C:16]([NH:2][C@@H:3]([CH2:7][C:8]3[CH:13]=[CH:12][C:11]([O:14][C:22]([O:23][CH2:24][CH:25]4[C:37]5[CH:36]=[CH:35][CH:34]=[CH:33][C:32]=5[C:31]5[C:26]4=[CH:27][CH:28]=[CH:29][CH:30]=5)=[O:38])=[C:10]([Br:15])[CH:9]=3)[C:4]([OH:6])=[O:5])=[O:19])[C:37]3[C:32](=[CH:33][CH:34]=[CH:35][CH:36]=3)[C:31]=2[CH:30]=[CH:29][CH:28]=1. The yield is 0.552. (2) The reactants are Cl[C:2]1[N:6]2[CH:7]=[CH:8][C:9]([C:11]3C=NC=C[CH:16]=3)=[CH:10][C:5]2=[N:4][C:3]=1[NH:17][C:18]([NH:20][CH2:21][CH3:22])=[O:19].N.C([OH:26])C. No catalyst specified. The product is [C:11]([C:9]1[CH:8]=[CH:7][N:6]2[CH:2]=[C:3]([NH:17][C:18]([NH:20][CH2:21][CH3:22])=[O:19])[N:4]=[C:5]2[CH:10]=1)(=[O:26])[CH3:16]. The yield is 0.740. (3) The reactants are [CH3:1][C:2]1[NH:3][C:4]2[C:9]([CH:10]=1)=[CH:8][CH:7]=[CH:6][CH:5]=2.N1C=CC=CC=1.[Cl:17][CH:18]([C:22]1[CH:27]=[CH:26][CH:25]=[CH:24][CH:23]=1)[C:19](Cl)=[O:20]. The catalyst is C1(C)C=CC=CC=1. The product is [Cl:17][CH:18]([C:22]1[CH:27]=[CH:26][CH:25]=[CH:24][CH:23]=1)[C:19]([C:10]1[C:9]2[C:4](=[CH:5][CH:6]=[CH:7][CH:8]=2)[NH:3][C:2]=1[CH3:1])=[O:20]. The yield is 0.320. (4) The reactants are Cl[C:2]1[C:7]([CH:8]=[O:9])=[C:6]([N:10]2[CH2:23][CH2:22][N:13]3[C:14]4[CH2:15][CH2:16][CH2:17][CH2:18][C:19]=4[C:20]([F:21])=[C:12]3[C:11]2=[O:24])[N:5]=[CH:4][CH:3]=1.[CH3:25][N:26]1[CH:31]=[C:30](B2OC(C)(C)C(C)(C)O2)[CH:29]=[C:28]([NH:41][C:42]2[CH:47]=[CH:46][N:45]=[CH:44][N:43]=2)[C:27]1=[O:48].[O-]P([O-])([O-])=O.[K+].[K+].[K+].CC([O-])=O.[Na+]. The catalyst is C1C=CC(P(C2C=CC=CC=2)[C-]2C=CC=C2)=CC=1.C1C=CC(P(C2C=CC=CC=2)[C-]2C=CC=C2)=CC=1.Cl[Pd]Cl.[Fe+2].O.C(#N)C. The product is [F:21][C:20]1[C:19]2[CH2:18][CH2:17][CH2:16][CH2:15][C:14]=2[N:13]2[CH2:22][CH2:23][N:10]([C:6]3[N:5]=[CH:4][CH:3]=[C:2]([C:30]4[CH:29]=[C:28]([NH:41][C:42]5[CH:47]=[CH:46][N:45]=[CH:44][N:43]=5)[C:27](=[O:48])[N:26]([CH3:25])[CH:31]=4)[C:7]=3[CH:8]=[O:9])[C:11](=[O:24])[C:12]=12. The yield is 0.270. (5) The reactants are [N+:1]([C:4]1[CH:31]=[CH:30][C:7]([O:8][C:9]2[CH:14]=[CH:13][N:12]=[C:11]([NH:15][C:16]([N:18]3[CH2:23][CH2:22][CH:21]([N:24]4[CH2:29][CH2:28][CH2:27][CH2:26][CH2:25]4)[CH2:20][CH2:19]3)=[O:17])[CH:10]=2)=[CH:6][CH:5]=1)([O-])=O.[H][H].CCCCCC. The catalyst is O1CCCC1.CO.C(OCC)C.[C].[Pd]. The product is [NH2:1][C:4]1[CH:5]=[CH:6][C:7]([O:8][C:9]2[CH:14]=[CH:13][N:12]=[C:11]([NH:15][C:16]([N:18]3[CH2:19][CH2:20][CH:21]([N:24]4[CH2:29][CH2:28][CH2:27][CH2:26][CH2:25]4)[CH2:22][CH2:23]3)=[O:17])[CH:10]=2)=[CH:30][CH:31]=1. The yield is 0.752. (6) The reactants are C[O:2][C:3](=[O:15])[C:4]1[CH:9]=[C:8](F)[C:7]([N+:11]([O-:13])=[O:12])=[CH:6][C:5]=1[F:14].[OH-:16].[K+].[CH3:18]O. No catalyst specified. The product is [F:14][C:5]1[CH:6]=[C:7]([N+:11]([O-:13])=[O:12])[C:8]([O:16][CH3:18])=[CH:9][C:4]=1[C:3]([OH:2])=[O:15]. The yield is 1.00. (7) The reactants are [H-].[Na+].C(OP([CH2:11][C:12]([O:14][CH2:15][CH3:16])=[O:13])(OCC)=O)C.[C:17]1(=O)[CH2:21][CH2:20][CH2:19][CH2:18]1. The catalyst is C(OCC)C. The product is [C:17]1(=[CH:11][C:12]([O:14][CH2:15][CH3:16])=[O:13])[CH2:21][CH2:20][CH2:19][CH2:18]1. The yield is 0.580. (8) The reactants are [CH2:1]([N:3]1[CH2:8][CH2:7][N:6]([CH:9]2[CH2:14][CH2:13][N:12](C(OC(C)(C)C)=O)[CH2:11][CH2:10]2)[CH2:5][CH2:4]1)[CH3:2].CO.ClCCl.Cl. The catalyst is C(O)(C)C.O. The product is [CH2:1]([N:3]1[CH2:8][CH2:7][N:6]([CH:9]2[CH2:14][CH2:13][NH:12][CH2:11][CH2:10]2)[CH2:5][CH2:4]1)[CH3:2]. The yield is 0.870. (9) The reactants are [Cl:1][C:2]1[C:3]([NH:12][C:13]2[C:18]([Cl:19])=[CH:17][N:16]=[C:15](Cl)[N:14]=2)=[C:4]([CH:9]=[CH:10][CH:11]=1)[C:5]([NH:7][CH3:8])=[O:6].[NH2:21][C:22]1[CH:34]=[CH:33][C:25]2[N:26]([CH3:32])[C:27](=[O:31])[CH2:28][CH2:29][CH2:30][C:24]=2[CH:23]=1.Cl. The product is [Cl:1][C:2]1[C:3]([NH:12][C:13]2[C:18]([Cl:19])=[CH:17][N:16]=[C:15]([NH:21][C:22]3[CH:34]=[CH:33][C:25]4[N:26]([CH3:32])[C:27](=[O:31])[CH2:28][CH2:29][CH2:30][C:24]=4[CH:23]=3)[N:14]=2)=[C:4]([CH:9]=[CH:10][CH:11]=1)[C:5]([NH:7][CH3:8])=[O:6]. The catalyst is CC(O)C.O1CCOCC1. The yield is 0.700. (10) The reactants are [C:1]([C:3]1[CH:8]=[CH:7][CH:6]=[CH:5][C:4]=1[B:9]([OH:11])[OH:10])#[N:2].[CH2:12](O)[CH2:13][CH2:14]O. The catalyst is C(Cl)Cl. The product is [O:10]1[CH2:14][CH2:13][CH2:12][O:11][B:9]1[C:4]1[CH:5]=[CH:6][CH:7]=[CH:8][C:3]=1[C:1]#[N:2]. The yield is 0.572.